Task: Regression. Given a peptide amino acid sequence and an MHC pseudo amino acid sequence, predict their binding affinity value. This is MHC class I binding data.. Dataset: Peptide-MHC class I binding affinity with 185,985 pairs from IEDB/IMGT (1) The peptide sequence is THYSGNIVH. The MHC is HLA-B15:17 with pseudo-sequence HLA-B15:17. The binding affinity (normalized) is 0.0847. (2) The peptide sequence is MMWIPGWFG. The MHC is HLA-A26:01 with pseudo-sequence HLA-A26:01. The binding affinity (normalized) is 0.0847. (3) The peptide sequence is KLGEFLERL. The MHC is HLA-A02:02 with pseudo-sequence HLA-A02:02. The binding affinity (normalized) is 0.758.